From a dataset of NCI-60 drug combinations with 297,098 pairs across 59 cell lines. Regression. Given two drug SMILES strings and cell line genomic features, predict the synergy score measuring deviation from expected non-interaction effect. Drug 1: COC1=CC(=CC(=C1O)OC)C2C3C(COC3=O)C(C4=CC5=C(C=C24)OCO5)OC6C(C(C7C(O6)COC(O7)C8=CC=CS8)O)O. Drug 2: CC1C(C(CC(O1)OC2CC(CC3=C2C(=C4C(=C3O)C(=O)C5=C(C4=O)C(=CC=C5)OC)O)(C(=O)CO)O)N)O.Cl. Cell line: BT-549. Synergy scores: CSS=51.7, Synergy_ZIP=-11.7, Synergy_Bliss=-9.13, Synergy_Loewe=-5.25, Synergy_HSA=-4.03.